This data is from Peptide-MHC class II binding affinity with 134,281 pairs from IEDB. The task is: Regression. Given a peptide amino acid sequence and an MHC pseudo amino acid sequence, predict their binding affinity value. This is MHC class II binding data. (1) The peptide sequence is YSELDLRSLRTVTPI. The MHC is HLA-DPA10103-DPB10401 with pseudo-sequence HLA-DPA10103-DPB10401. The binding affinity (normalized) is 0.103. (2) The peptide sequence is IGEPTAAAIAYGLDR. The MHC is HLA-DQA10501-DQB10301 with pseudo-sequence HLA-DQA10501-DQB10301. The binding affinity (normalized) is 0.601. (3) The peptide sequence is TDDNEEPIAPYHFDL. The MHC is DRB1_1302 with pseudo-sequence DRB1_1302. The binding affinity (normalized) is 0.355. (4) The peptide sequence is QWAQDLTLPWQSGSG. The MHC is DRB1_0301 with pseudo-sequence DRB1_0301. The binding affinity (normalized) is 0.189. (5) The binding affinity (normalized) is 0.920. The MHC is HLA-DPA10103-DPB10601 with pseudo-sequence HLA-DPA10103-DPB10601. The peptide sequence is EKAYFAATQFEPLAA. (6) The peptide sequence is LSPREEPDDIDCWCY. The MHC is HLA-DQA10201-DQB10402 with pseudo-sequence HLA-DQA10201-DQB10402. The binding affinity (normalized) is 0. (7) The peptide sequence is GELQINDKIDAAFKI. The MHC is DRB1_1101 with pseudo-sequence DRB1_1101. The binding affinity (normalized) is 0.624. (8) The peptide sequence is LLGLLAPLASAQLSR. The MHC is HLA-DPA10301-DPB10402 with pseudo-sequence HLA-DPA10301-DPB10402. The binding affinity (normalized) is 0.609. (9) The peptide sequence is AAATAGTTVYGASAA. The MHC is HLA-DPA10103-DPB10401 with pseudo-sequence HLA-DPA10103-DPB10401. The binding affinity (normalized) is 0.